From a dataset of Forward reaction prediction with 1.9M reactions from USPTO patents (1976-2016). Predict the product of the given reaction. (1) Given the reactants [C:1]([N:9]=[C:10]=[S:11])(=[O:8])[C:2]1[CH:7]=[CH:6][CH:5]=[CH:4][CH:3]=1.[NH2:12][C:13]1[C:18]([O:19][C:20]2[CH:27]=[CH:26][C:23]([C:24]#[N:25])=[CH:22][CH:21]=2)=[CH:17][C:16]([Br:28])=[CH:15][N:14]=1, predict the reaction product. The product is: [C:1]([NH:9][C:10]([NH:12][C:13]1[C:18]([O:19][C:20]2[CH:21]=[CH:22][C:23]([C:24]#[N:25])=[CH:26][CH:27]=2)=[CH:17][C:16]([Br:28])=[CH:15][N:14]=1)=[S:11])(=[O:8])[C:2]1[CH:7]=[CH:6][CH:5]=[CH:4][CH:3]=1. (2) The product is: [F:21][C:20]([F:23])([F:22])[C:17]1[N:15]2[N:16]=[C:11]([N:24]3[CH2:29][CH2:28][CH:27]([C:30]4[CH:36]=[CH:35][C:33]([NH2:34])=[CH:32][CH:31]=4)[CH2:26][CH2:25]3)[CH:12]=[CH:13][C:14]2=[N:19][N:18]=1. Given the reactants CCN(C(C)C)C(C)C.Cl[C:11]1[CH:12]=[CH:13][C:14]2[N:15]([C:17]([C:20]([F:23])([F:22])[F:21])=[N:18][N:19]=2)[N:16]=1.[NH:24]1[CH2:29][CH2:28][CH:27]([C:30]2[CH:36]=[CH:35][C:33]([NH2:34])=[CH:32][CH:31]=2)[CH2:26][CH2:25]1, predict the reaction product.